Task: Predict the product of the given reaction.. Dataset: Forward reaction prediction with 1.9M reactions from USPTO patents (1976-2016) (1) Given the reactants BrBr.[F:3][C:4]1[CH:9]=[C:8]([CH2:10][C:11]([C:13]2[CH:18]=[CH:17][CH:16]=[C:15]([CH3:19])[CH:14]=2)=O)[CH:7]=[CH:6][N:5]=1.[CH3:20][S:21][C:22]1[CH:30]=[CH:29][C:25]([C:26]([NH2:28])=[S:27])=[CH:24][CH:23]=1.C(=O)([O-])O.[Na+], predict the reaction product. The product is: [F:3][C:4]1[CH:9]=[C:8]([C:10]2[S:27][C:26]([C:25]3[CH:29]=[CH:30][C:22]([S:21][CH3:20])=[CH:23][CH:24]=3)=[N:28][C:11]=2[C:13]2[CH:18]=[CH:17][CH:16]=[C:15]([CH3:19])[CH:14]=2)[CH:7]=[CH:6][N:5]=1. (2) Given the reactants [NH:1]([CH:8]1[CH2:13][CH2:12][N:11]([CH2:14][C:15]2[CH:20]=[CH:19][N:18]=[C:17]([C:21]3[CH:26]=[C:25]([O:27][CH3:28])[C:24]([Cl:29])=[C:23]([O:30][CH3:31])[CH:22]=3)[CH:16]=2)[CH2:10][CH2:9]1)[C:2]1[CH:7]=[CH:6][CH:5]=[CH:4][CH:3]=1.[Cl:32][C:33]1[C:38]([O:39][CH3:40])=[CH:37][C:36]([C:41]2[CH:46]=[C:45]([CH2:47]Cl)[CH:44]=[CH:43][N:42]=2)=[CH:35][C:34]=1[O:49][CH3:50], predict the reaction product. The product is: [ClH:29].[ClH:32].[ClH:29].[Cl:29][C:24]1[C:23]([O:30][CH3:31])=[CH:22][C:21]([C:17]2[CH:16]=[C:15]([CH2:14][N:11]3[CH2:12][CH2:13][CH:8]([N:1]([CH2:47][C:45]4[CH:44]=[CH:43][N:42]=[C:41]([C:36]5[CH:37]=[C:38]([O:39][CH3:40])[C:33]([Cl:32])=[C:34]([O:49][CH3:50])[CH:35]=5)[CH:46]=4)[C:2]4[CH:7]=[CH:6][CH:5]=[CH:4][CH:3]=4)[CH2:9][CH2:10]3)[CH:20]=[CH:19][N:18]=2)=[CH:26][C:25]=1[O:27][CH3:28]. (3) The product is: [CH3:26][O:27][C:28](=[O:33])[CH2:29][CH2:30][C:31]#[C:32][C:2]1[CH:7]=[CH:6][C:5]([CH:8]([C:19]2[CH:24]=[CH:23][CH:22]=[CH:21][C:20]=2[CH3:25])[CH2:9][C:10]([C:12]2[CH:17]=[CH:16][N:15]=[C:14]([CH3:18])[CH:13]=2)=[O:11])=[CH:4][CH:3]=1. Given the reactants Br[C:2]1[CH:7]=[CH:6][C:5]([CH:8]([C:19]2[CH:24]=[CH:23][CH:22]=[CH:21][C:20]=2[CH3:25])[CH2:9][C:10]([C:12]2[CH:17]=[CH:16][N:15]=[C:14]([CH3:18])[CH:13]=2)=[O:11])=[CH:4][CH:3]=1.[CH3:26][O:27][C:28](=[O:33])[CH2:29][CH2:30][C:31]#[CH:32], predict the reaction product. (4) Given the reactants [CH:1]1[C:6]([CH:7]=[CH:8][S:9](Cl)(=[O:11])=[O:10])=[CH:5][CH:4]=[C:3]([Cl:13])[CH:2]=1.S([O-])([O-])=O.[Na+:18].[Na+].C(=O)([O-])O.[Na+], predict the reaction product. The product is: [Cl:13][C:3]1[CH:4]=[CH:5][C:6](/[CH:7]=[CH:8]/[S:9]([O-:11])=[O:10])=[CH:1][CH:2]=1.[Na+:18]. (5) Given the reactants [F:1][C:2]1[CH:3]=[C:4]([CH2:11][C:12]([N:14]2[CH2:19][CH2:18][O:17][CH2:16][CH2:15]2)=O)[CH:5]=[CH:6][C:7]=1[N+:8]([O-:10])=[O:9].Cl, predict the reaction product. The product is: [F:1][C:2]1[CH:3]=[C:4]([CH2:11][CH2:12][N:14]2[CH2:15][CH2:16][O:17][CH2:18][CH2:19]2)[CH:5]=[CH:6][C:7]=1[N+:8]([O-:10])=[O:9]. (6) Given the reactants [CH3:1][C:2]1[CH:7]=[CH:6][CH:5]=[C:4]([CH3:8])[C:3]=1[C:9]1[N:10]=[C:11]([NH:24][C:25]2[CH:30]=[CH:29][CH:28]=[CH:27][CH:26]=2)[C:12]([NH:15][C:16]2[CH:21]=[C:20]([CH3:22])[CH:19]=[C:18]([CH3:23])[CH:17]=2)=[N:13][CH:14]=1.[ClH:31], predict the reaction product. The product is: [Cl-:31].[CH3:22][C:20]1[CH:21]=[C:16]([CH:17]=[C:18]([CH3:23])[CH:19]=1)[NH:15][C:12]1[C:11]([NH2+:24][C:25]2[CH:26]=[CH:27][CH:28]=[CH:29][CH:30]=2)=[N:10][C:9]([C:3]2[C:2]([CH3:1])=[CH:7][CH:6]=[CH:5][C:4]=2[CH3:8])=[CH:14][N:13]=1. (7) Given the reactants [CH2:1]([N:5]1[C:13]2[CH:12]=[C:11]3[N:14]=[C:15]([C:17]4[CH:22]=[CH:21][C:20]([O:23][CH3:24])=[CH:19][CH:18]=4)[NH:16][C:10]3=[CH:9][C:8]=2[C:7]([CH3:26])([CH3:25])[C:6]1=O)[CH2:2][CH2:3][CH3:4].N#N.[H-].[H-].[H-].[H-].[Li+].[Al+3].[OH-].[Na+], predict the reaction product. The product is: [CH2:1]([N:5]1[C:13]2[CH:12]=[C:11]3[N:14]=[C:15]([C:17]4[CH:18]=[CH:19][C:20]([O:23][CH3:24])=[CH:21][CH:22]=4)[NH:16][C:10]3=[CH:9][C:8]=2[C:7]([CH3:25])([CH3:26])[CH2:6]1)[CH2:2][CH2:3][CH3:4].